Dataset: Catalyst prediction with 721,799 reactions and 888 catalyst types from USPTO. Task: Predict which catalyst facilitates the given reaction. (1) Reactant: [Cl:1][C:2]1[CH:7]=[CH:6][CH:5]=[C:4]([Cl:8])[N:3]=1.[Li+].CC([N-]C(C)C)C.[CH:17](N1CCCCC1)=[O:18].Cl. Product: [Cl:1][C:2]1[C:7]([CH:17]=[O:18])=[CH:6][CH:5]=[C:4]([Cl:8])[N:3]=1. The catalyst class is: 116. (2) Reactant: Br[C:2]1[CH:7]=[CH:6][C:5]([C@H:8]([NH:12][C@H:13]([C:19]([NH:21][C:22]2([C:25]#[N:26])[CH2:24][CH2:23]2)=[O:20])[CH2:14][C:15]([F:18])([CH3:17])[CH3:16])[CH:9]([F:11])[F:10])=[CH:4][CH:3]=1.CC1(C)C(C)(C)OB([C:35]2[CH:40]=[CH:39][C:38]([C:41]3([C:44]([NH2:46])=[O:45])[CH2:43][CH2:42]3)=[CH:37][CH:36]=2)O1.C(=O)([O-])[O-].[Na+].[Na+].ClCCl. Product: [NH2:46][C:44]([C:41]1([C:38]2[CH:39]=[CH:40][C:35]([C:2]3[CH:7]=[CH:6][C:5]([C@H:8]([NH:12][C@H:13]([C:19]([NH:21][C:22]4([C:25]#[N:26])[CH2:23][CH2:24]4)=[O:20])[CH2:14][C:15]([F:18])([CH3:16])[CH3:17])[CH:9]([F:11])[F:10])=[CH:4][CH:3]=3)=[CH:36][CH:37]=2)[CH2:42][CH2:43]1)=[O:45]. The catalyst class is: 423. (3) Reactant: CON(C)[C:4]([C:6]1[C:10]([Cl:11])=[CH:9][N:8]([CH:12]([F:14])[F:13])[N:7]=1)=[O:5].[H-].[Al+3].[Li+].[H-].[H-].[H-]. Product: [Cl:11][C:10]1[C:6]([CH:4]=[O:5])=[N:7][N:8]([CH:12]([F:13])[F:14])[CH:9]=1. The catalyst class is: 7. (4) Reactant: [I:1]I.Br.[OH:4][C:5]1[CH:6]=[CH:7][C:8]2[CH2:9][C@H:10]3[NH:21][CH2:20][CH2:19][C@@:16]4([C:17]=2[CH:18]=1)[C@H:11]3[CH2:12][CH2:13][CH2:14][CH2:15]4.C(=O)=O. Product: [OH:4][C:5]1[C:6]([I:1])=[CH:7][C:8]2[CH2:9][C@H:10]3[NH:21][CH2:20][CH2:19][C@@:16]4([C:17]=2[CH:18]=1)[C@H:11]3[CH2:12][CH2:13][CH2:14][CH2:15]4. The catalyst class is: 801. (5) Product: [CH:1]1([O:7][C:8]([O:10][CH:11]([O:13][C:14]([C:16]2[C:21]3[N:22]([CH2:28][C:29]4[CH:30]=[CH:31][C:32]([C:35]5[CH:40]=[CH:39][CH:38]=[CH:37][C:36]=5[C:41]5[NH:45][N:44]=[N:43][N:42]=5)=[CH:33][CH:34]=4)[C:23]([O:25][CH2:26][CH3:27])=[N:24][C:20]=3[CH:19]=[CH:18][CH:17]=2)=[O:15])[CH3:12])=[O:9])[CH2:2][CH2:3][CH2:4][CH2:5][CH2:6]1. The catalyst class is: 5. Reactant: [CH:1]1([O:7][C:8]([O:10][CH:11]([O:13][C:14]([C:16]2[C:21]3[N:22]([CH2:28][C:29]4[CH:34]=[CH:33][C:32]([C:35]5[CH:40]=[CH:39][CH:38]=[CH:37][C:36]=5[C:41]5[N:45](C(C6C=CC=CC=6)(C6C=CC=CC=6)C6C=CC=CC=6)[N:44]=[N:43][N:42]=5)=[CH:31][CH:30]=4)[C:23]([O:25][CH2:26][CH3:27])=[N:24][C:20]=3[CH:19]=[CH:18][CH:17]=2)=[O:15])[CH3:12])=[O:9])[CH2:6][CH2:5][CH2:4][CH2:3][CH2:2]1. (6) Reactant: [OH:1][C:2]1[CH:7]=[CH:6][C:5](/[CH:8]=[CH:9]/[C:10](=[O:25])[CH2:11][C:12](=[O:24])/[CH:13]=[CH:14]/[C:15]2[CH:20]=[CH:19][C:18]([OH:21])=[C:17]([O:22][CH3:23])[CH:16]=2)=[CH:4][C:3]=1[O:26][CH3:27].[CH3:28][N:29]([CH3:33])[C:30](Cl)=[O:31]. Product: [CH3:28][N:29]([CH3:33])[C:30](=[O:31])[O:21][C:18]1[CH:19]=[CH:20][C:15](/[CH:14]=[CH:13]/[C:12](=[O:24])[CH2:11][C:10](=[O:25])/[CH:9]=[CH:8]/[C:5]2[CH:6]=[CH:7][C:2]([OH:1])=[C:3]([O:26][CH3:27])[CH:4]=2)=[CH:16][C:17]=1[O:22][CH3:23]. The catalyst class is: 2. (7) Reactant: [ClH:1].O1CCOCC1.[Br:8][C:9]1[CH:10]=[C:11]([CH:35]=[CH:36][CH:37]=1)[C:12]([N:14]1[CH2:19][CH2:18][N:17](C(OC(C)(C)C)=O)[CH2:16][CH:15]1[CH2:27][O:28][C:29]1[CH:30]=[N:31][CH:32]=[CH:33][CH:34]=1)=[O:13]. Product: [ClH:1].[ClH:1].[Br:8][C:9]1[CH:10]=[C:11]([C:12]([N:14]2[CH2:19][CH2:18][NH:17][CH2:16][CH:15]2[CH2:27][O:28][C:29]2[CH:30]=[N:31][CH:32]=[CH:33][CH:34]=2)=[O:13])[CH:35]=[CH:36][CH:37]=1. The catalyst class is: 5.